This data is from NCI-60 drug combinations with 297,098 pairs across 59 cell lines. The task is: Regression. Given two drug SMILES strings and cell line genomic features, predict the synergy score measuring deviation from expected non-interaction effect. Drug 1: CS(=O)(=O)CCNCC1=CC=C(O1)C2=CC3=C(C=C2)N=CN=C3NC4=CC(=C(C=C4)OCC5=CC(=CC=C5)F)Cl. Drug 2: C1C(C(OC1N2C=NC(=NC2=O)N)CO)O. Cell line: PC-3. Synergy scores: CSS=9.82, Synergy_ZIP=-2.47, Synergy_Bliss=0.157, Synergy_Loewe=-6.17, Synergy_HSA=1.64.